This data is from Reaction yield outcomes from USPTO patents with 853,638 reactions. The task is: Predict the reaction yield, written as a fraction of the theoretical maximum amount of product (1.0 means a 100% yield; for example, 0.34 means a 34% yield). (1) The reactants are Br[C:2]1[CH:3]=[C:4]2[C:9](=[CH:10][C:11]=1[Cl:12])[N:8]=[CH:7][N:6]=[C:5]2[N:13]1[CH2:18][CH2:17][N:16]([C:19]([O:21][C:22]([CH3:25])([CH3:24])[CH3:23])=[O:20])[CH:15]([C:26](=[O:28])[NH2:27])[CH2:14]1.[CH3:29][N:30](C=O)C. The catalyst is C1C=CC(P(C2C=CC=CC=2)[C-]2C=CC=C2)=CC=1.C1C=CC(P(C2C=CC=CC=2)[C-]2C=CC=C2)=CC=1.Cl[Pd]Cl.[Fe+2].[C-]#N.[C-]#N.[Zn+2]. The product is [C:22]([O:21][C:19]([N:16]1[CH2:17][CH2:18][N:13]([C:5]2[C:4]3[C:9](=[CH:10][C:11]([Cl:12])=[C:2]([C:29]#[N:30])[CH:3]=3)[N:8]=[CH:7][N:6]=2)[CH2:14][CH:15]1[C:26](=[O:28])[NH2:27])=[O:20])([CH3:24])([CH3:23])[CH3:25]. The yield is 0.790. (2) The reactants are [CH3:1][O:2][C:3](=[O:15])[C:4]1[CH:13]=[C:12]([F:14])[CH:11]=[C:6]([C:7]([O:9]C)=[O:8])[CH:5]=1.[OH-].[Na+]. The catalyst is CO. The product is [CH3:1][O:2][C:3](=[O:15])[C:4]1[CH:13]=[C:12]([F:14])[CH:11]=[C:6]([C:7]([OH:9])=[O:8])[CH:5]=1. The yield is 0.830.